Dataset: Full USPTO retrosynthesis dataset with 1.9M reactions from patents (1976-2016). Task: Predict the reactants needed to synthesize the given product. (1) Given the product [Cl:1][C:2]1[CH:3]=[C:4]([CH:26]=[CH:27][C:28]=1[O:29][CH2:31][C:32]1[CH:36]=[C:35]([CH3:37])[O:34][N:33]=1)[NH:5][C:6]1[C:15]2[C:10](=[CH:11][C:12]([O:24][CH3:25])=[CH:13][C:14]=2[O:16][CH:17]2[CH2:18][CH2:19][N:20]([CH3:23])[CH2:21][CH2:22]2)[N:9]=[CH:8][N:7]=1, predict the reactants needed to synthesize it. The reactants are: [Cl:1][C:2]1[CH:3]=[C:4]([CH:26]=[CH:27][C:28]=1[OH:29])[NH:5][C:6]1[C:15]2[C:10](=[CH:11][C:12]([O:24][CH3:25])=[CH:13][C:14]=2[O:16][CH:17]2[CH2:22][CH2:21][N:20]([CH3:23])[CH2:19][CH2:18]2)[N:9]=[CH:8][N:7]=1.Cl[CH2:31][C:32]1[CH:36]=[C:35]([CH3:37])[O:34][N:33]=1. (2) Given the product [CH3:2][C:3]1[C:18]([CH3:26])=[CH:17][C:6]2[NH:7][C:8]3[CH:16]=[CH:15][CH:14]=[CH:13][C:9]=3[N:10]=[C:11]([N:12]3[CH2:24][CH2:25][N:20]([CH3:19])[CH2:21][CH2:22]3)[C:5]=2[CH:4]=1, predict the reactants needed to synthesize it. The reactants are: Cl.[CH3:2][C:3]1[CH:18]=[CH:17][C:6]2[NH:7][C:8]3[CH:16]=[CH:15][CH:14]=[CH:13][C:9]=3[N:10]=[C:11]([NH2:12])[C:5]=2[CH:4]=1.[CH3:19][N:20]1[CH2:25][CH2:24]N[CH2:22][CH2:21]1.[CH:26](N(CC)C(C)C)(C)C.CS(C)=O. (3) Given the product [Cl:1][C:2]1[S:6][C:5]([C:7]([NH:9][C:10]2[N:19]=[CH:18][CH:17]=[CH:16][C:11]=2[C:12]([OH:14])=[O:13])=[O:8])=[CH:4][CH:3]=1, predict the reactants needed to synthesize it. The reactants are: [Cl:1][C:2]1[S:6][C:5]([C:7]([NH:9][C:10]2[N:19]=[CH:18][CH:17]=[CH:16][C:11]=2[C:12]([O:14]C)=[O:13])=[O:8])=[CH:4][CH:3]=1.O.[OH-].[Li+]. (4) Given the product [C:1]([O:5][C:6](=[O:7])[NH:8][CH:9]([C:10](=[O:11])[NH:12][CH:13]([C:14]([N:16]1[CH2:20][CH2:19][CH2:18][CH:17]1[CH2:21][C:22]1[C:26]2[CH:27]=[C:28]([C:51]3[CH:50]=[N:49][CH:54]=[CH:53][CH:52]=3)[CH:29]=[CH:30][C:25]=2[O:24][CH:23]=1)=[O:15])[CH:39]([CH3:40])[CH3:41])[CH3:42])([CH3:4])([CH3:3])[CH3:2], predict the reactants needed to synthesize it. The reactants are: [C:1]([O:5][C:6]([NH:8][CH:9]([CH3:42])[C:10]([NH:12][CH:13]([CH:39]([CH3:41])[CH3:40])[C:14]([N:16]1[CH2:20][CH2:19][CH2:18][CH:17]1[CH2:21][C:22]1[C:26]2[CH:27]=[C:28](OS(C(F)(F)F)(=O)=O)[CH:29]=[CH:30][C:25]=2[O:24][CH:23]=1)=[O:15])=[O:11])=[O:7])([CH3:4])([CH3:3])[CH3:2].C([O-])([O-])=O.[K+].[K+].[N:49]1[CH:54]=[CH:53][CH:52]=[C:51](B(O)O)[CH:50]=1.